Predict the product of the given reaction. From a dataset of Forward reaction prediction with 1.9M reactions from USPTO patents (1976-2016). (1) Given the reactants [CH:1]1([N:6]2[C:15]3[N:14]=[C:13]([CH2:16][C:17](=[O:24])[C:18]4[CH:23]=[CH:22][CH:21]=[CH:20][CH:19]=4)[N:12]=[CH:11][C:10]=3[N:9]([CH3:25])[C:8](=[O:26])[C@H:7]2[CH2:27][CH3:28])[CH2:5][CH2:4][CH2:3][CH2:2]1, predict the reaction product. The product is: [CH:1]1([N:6]2[C:15]3[N:14]=[C:13](/[C:16](/[C:17](=[O:24])[C:18]4[CH:23]=[CH:22][CH:21]=[CH:20][CH:19]=4)=[CH:1]/[N:6]([CH3:15])[CH3:7])[N:12]=[CH:11][C:10]=3[N:9]([CH3:25])[C:8](=[O:26])[C@H:7]2[CH2:27][CH3:28])[CH2:2][CH2:3][CH2:4][CH2:5]1. (2) Given the reactants Cl[C:2]1[CH:11]=[C:10]([C:12]([NH:14][C:15]2[C:24]([CH3:25])=[CH:23][C:18]([C:19]([O:21][CH3:22])=[O:20])=[CH:17][C:16]=2[CH3:26])=[O:13])[C:9]2[C:4](=[CH:5][CH:6]=[CH:7][CH:8]=2)[N:3]=1.[C:27]([Si:31]([CH3:40])([CH3:39])[O:32][CH:33]1[CH2:38][CH2:37][NH:36][CH2:35][CH2:34]1)([CH3:30])([CH3:29])[CH3:28].C([O-])([O-])=O.[Cs+].[Cs+].COC1C=CC=C(OC)C=1C1C=CC=CC=1P(C1CCCCC1)C1CCCCC1, predict the reaction product. The product is: [Si:31]([O:32][CH:33]1[CH2:34][CH2:35][N:36]([C:2]2[CH:11]=[C:10]([C:12]([NH:14][C:15]3[C:24]([CH3:25])=[CH:23][C:18]([C:19]([O:21][CH3:22])=[O:20])=[CH:17][C:16]=3[CH3:26])=[O:13])[C:9]3[C:4](=[CH:5][CH:6]=[CH:7][CH:8]=3)[N:3]=2)[CH2:37][CH2:38]1)([C:27]([CH3:30])([CH3:29])[CH3:28])([CH3:40])[CH3:39]. (3) The product is: [OH:30][CH2:15][CH2:16][NH:37][C:38]1[CH:39]=[C:40]([CH:58]=[C:59]([C:61]([F:64])([F:62])[F:63])[CH:60]=1)[C:41]([N:43]([CH3:57])[C:44]1[CH:45]=[N:46][CH:47]=[CH:48][C:49]=1[C:50]1[CH:55]=[CH:54][CH:53]=[CH:52][C:51]=1[CH3:56])=[O:42]. Given the reactants ClC1C=CC=CC=1C1C=CN=CC=1N(CCS(C)(=O)=O)[C:15](=[O:30])[C:16]1C=C(C(F)(F)F)C=C(C(F)(F)F)C=1.[NH2:37][C:38]1[CH:39]=[C:40]([CH:58]=[C:59]([C:61]([F:64])([F:63])[F:62])[CH:60]=1)[C:41]([N:43]([CH3:57])[C:44]1[CH:45]=[N:46][CH:47]=[CH:48][C:49]=1[C:50]1[CH:55]=[CH:54][CH:53]=[CH:52][C:51]=1[CH3:56])=[O:42].BrCCO, predict the reaction product. (4) Given the reactants [Br:1][C:2]1[CH:3]=[N:4][C:5](I)=[N:6][CH:7]=1.[Cl:9][C:10]1[CH:15]=[CH:14][CH:13]=[CH:12][C:11]=1B(O)O, predict the reaction product. The product is: [Br:1][C:2]1[CH:3]=[N:4][C:5]([C:11]2[CH:12]=[CH:13][CH:14]=[CH:15][C:10]=2[Cl:9])=[N:6][CH:7]=1. (5) The product is: [CH2:26]([O:33][C:34]1[CH:39]=[CH:38][C:37]([C:2]2[CH:7]=[C:6]([F:8])[CH:5]=[CH:4][C:3]=2[NH:9][C:10]([O:12][CH:13]2[CH2:18][CH2:17][N:16]([C:19]([O:21][C:22]([CH3:25])([CH3:24])[CH3:23])=[O:20])[CH2:15][CH2:14]2)=[O:11])=[CH:36][C:35]=1[Cl:43])[C:27]1[CH:28]=[CH:29][CH:30]=[CH:31][CH:32]=1. Given the reactants Br[C:2]1[CH:7]=[C:6]([F:8])[CH:5]=[CH:4][C:3]=1[NH:9][C:10]([O:12][CH:13]1[CH2:18][CH2:17][N:16]([C:19]([O:21][C:22]([CH3:25])([CH3:24])[CH3:23])=[O:20])[CH2:15][CH2:14]1)=[O:11].[CH2:26]([O:33][C:34]1[CH:39]=[CH:38][C:37](B(O)O)=[CH:36][C:35]=1[Cl:43])[C:27]1[CH:32]=[CH:31][CH:30]=[CH:29][CH:28]=1.C(=O)([O-])[O-].[Na+].[Na+].CN(C)C=O, predict the reaction product. (6) Given the reactants C([CH:8]([CH2:22]CCCN)[CH:9]([C:11]1[O:12][C:13]([C:16]2[CH:21]=[CH:20][N:19]=[CH:18][CH:17]=2)=[N:14][N:15]=1)O)(OC(C)(C)C)=O.[C:27]([OH:33])([C:29]([F:32])([F:31])[F:30])=[O:28].[CH2:34](Cl)Cl, predict the reaction product. The product is: [OH:33][C:27]([C:29]([F:32])([F:31])[F:30])=[O:28].[N:19]1[CH:18]=[CH:17][C:16]([C:13]2[O:12][C:11]([CH:9]([CH3:34])[CH2:8][CH2:22][CH2:29][CH2:27][OH:33])=[N:15][N:14]=2)=[CH:21][CH:20]=1.